From a dataset of Catalyst prediction with 721,799 reactions and 888 catalyst types from USPTO. Predict which catalyst facilitates the given reaction. (1) Reactant: [CH2:1]([O:8][C:9]1[C:14]([CH2:15][N:16]2[CH2:25][CH2:24][C:23]3[C:18](=[C:19]([Cl:42])[C:20]([CH:27]([OH:41])[CH:28]4[CH2:33][CH2:32][N:31]([C:34]([O:36][C:37]([CH3:40])([CH3:39])[CH3:38])=[O:35])[CH2:30][CH2:29]4)=[CH:21][C:22]=3[Cl:26])[C:17]2=[O:43])=[C:13]([CH3:44])[CH:12]=[C:11]([CH3:45])[N:10]=1)[C:2]1[CH:7]=[CH:6][CH:5]=[CH:4][CH:3]=1.IC.[CH3:48]C(C)([O-])C.[K+]. Product: [CH2:1]([O:8][C:9]1[C:14]([CH2:15][N:16]2[CH2:25][CH2:24][C:23]3[C:18](=[C:19]([Cl:42])[C:20]([CH:27]([O:41][CH3:48])[CH:28]4[CH2:29][CH2:30][N:31]([C:34]([O:36][C:37]([CH3:39])([CH3:40])[CH3:38])=[O:35])[CH2:32][CH2:33]4)=[CH:21][C:22]=3[Cl:26])[C:17]2=[O:43])=[C:13]([CH3:44])[CH:12]=[C:11]([CH3:45])[N:10]=1)[C:2]1[CH:3]=[CH:4][CH:5]=[CH:6][CH:7]=1. The catalyst class is: 1. (2) Product: [N:46]1([CH2:45][CH2:44][O:43][C:41](=[O:42])[NH:40][C:3]2[C:2]([F:1])=[CH:12][C:11]([C:13]3[CH:14]=[C:15]4[C:21]([C:22]5[CH:27]=[CH:26][CH:25]=[CH:24][C:23]=5[O:28][CH3:29])=[CH:20][N:19]([S:30]([C:33]5[CH:38]=[CH:37][C:36]([CH3:39])=[CH:35][CH:34]=5)(=[O:32])=[O:31])[C:16]4=[N:17][CH:18]=3)=[CH:10][C:4]=2[C:5](=[O:6])[N:7]([CH3:9])[CH3:8])[CH2:51][CH2:50][O:49][CH2:48][CH2:47]1. Reactant: [F:1][C:2]1[C:3]([N:40]=[C:41]=[O:42])=[C:4]([CH:10]=[C:11]([C:13]2[CH:14]=[C:15]3[C:21]([C:22]4[CH:27]=[CH:26][CH:25]=[CH:24][C:23]=4[O:28][CH3:29])=[CH:20][N:19]([S:30]([C:33]4[CH:38]=[CH:37][C:36]([CH3:39])=[CH:35][CH:34]=4)(=[O:32])=[O:31])[C:16]3=[N:17][CH:18]=2)[CH:12]=1)[C:5]([N:7]([CH3:9])[CH3:8])=[O:6].[OH:43][CH2:44][CH2:45][N:46]1[CH2:51][CH2:50][O:49][CH2:48][CH2:47]1.C(N(CC)C(C)C)(C)C. The catalyst class is: 4. (3) Reactant: [O-]CC.[Na+].[CH2:5]([O:7][C:8](=[O:19])[CH2:9][CH2:10][NH:11][CH2:12][C:13]1[CH:18]=[CH:17][CH:16]=[CH:15][CH:14]=1)[CH3:6].[C:20](OCC)(=[O:26])[C:21](OCC)=[O:22]. Product: [CH2:12]([N:11]1[C:21](=[O:22])[C:20](=[O:26])[CH:9]([C:8]([O:7][CH2:5][CH3:6])=[O:19])[CH2:10]1)[C:13]1[CH:18]=[CH:17][CH:16]=[CH:15][CH:14]=1. The catalyst class is: 8. (4) Reactant: CN(C=O)C.[CH2:6]([O:8][C:9]([C:11]1[C:12]([C:16]([F:19])([F:18])[F:17])=[N:13][NH:14][CH:15]=1)=[O:10])[CH3:7].[H-].[Na+].[CH:22]1(I)[CH2:26][CH2:25][CH2:24][CH2:23]1. Product: [CH2:6]([O:8][C:9]([C:11]1[C:12]([C:16]([F:18])([F:19])[F:17])=[N:13][N:14]([CH:22]2[CH2:26][CH2:25][CH2:24][CH2:23]2)[CH:15]=1)=[O:10])[CH3:7]. The catalyst class is: 6. (5) Reactant: [Cl:1][C:2]1[CH:7]=[CH:6][CH:5]=[CH:4][C:3]=1[C:8]1[N:9]([C:31]2[CH:36]=[CH:35][C:34]([Cl:37])=[CH:33][CH:32]=2)[C:10]2[C:15]([N:16]=1)=[C:14]([N:17]1[CH2:22][CH2:21][CH:20]([NH:23]C(=O)OC(C)(C)C)[CH2:19][CH2:18]1)[N:13]=[CH:12][N:11]=2.FC(F)(F)C(O)=O. Product: [Cl:1][C:2]1[CH:7]=[CH:6][CH:5]=[CH:4][C:3]=1[C:8]1[N:9]([C:31]2[CH:32]=[CH:33][C:34]([Cl:37])=[CH:35][CH:36]=2)[C:10]2[C:15]([N:16]=1)=[C:14]([N:17]1[CH2:22][CH2:21][CH:20]([NH2:23])[CH2:19][CH2:18]1)[N:13]=[CH:12][N:11]=2. The catalyst class is: 4. (6) Reactant: [NH2:1][C:2]1[N:3]([CH2:24]C2CCCCC2)[C:4](=[O:23])[C:5]2([C:15]3[C:10](=[CH:11][CH:12]=[C:13](Br)[CH:14]=3)[O:9][CH:8]([C:17]3[CH:22]=[CH:21][CH:20]=[CH:19][CH:18]=3)[CH2:7]2)[N:6]=1.[CH3:31][N:32]([CH3:45])[S:33]([C:36]1[CH:37]=[C:38](B(O)O)[CH:39]=[CH:40][CH:41]=1)(=[O:35])=[O:34]. Product: [NH2:1][C:2]1[N:3]([CH3:24])[C:4](=[O:23])[C:5]2([C:15]3[C:10](=[CH:11][CH:12]=[C:13]([C:38]4[CH:37]=[C:36]([S:33]([N:32]([CH3:45])[CH3:31])(=[O:34])=[O:35])[CH:41]=[CH:40][CH:39]=4)[CH:14]=3)[O:9][CH:8]([C:17]3[CH:22]=[CH:21][CH:20]=[CH:19][CH:18]=3)[CH2:7]2)[N:6]=1. The catalyst class is: 806.